This data is from Forward reaction prediction with 1.9M reactions from USPTO patents (1976-2016). The task is: Predict the product of the given reaction. Given the reactants [Cl:1][C:2]1[C:3]([F:10])=[C:4]([CH:7]=[CH:8][CH:9]=1)[CH:5]=O.[NH:11]1[CH2:17][CH2:16][CH2:15][CH:12]1[CH2:13][OH:14].C(O)(=O)C.C(O[BH-](OC(=O)C)OC(=O)C)(=O)C.[Na+].C(=O)([O-])O.[Na+], predict the reaction product. The product is: [Cl:1][C:2]1[C:3]([F:10])=[C:4]([CH:7]=[CH:8][CH:9]=1)[CH2:5][N:11]1[CH2:17][CH2:16][CH2:15][CH:12]1[CH2:13][OH:14].